From a dataset of Reaction yield outcomes from USPTO patents with 853,638 reactions. Predict the reaction yield, written as a fraction of the theoretical maximum amount of product (1.0 means a 100% yield; for example, 0.34 means a 34% yield). (1) The yield is 0.730. The reactants are C([N:4]1[C@@H:9]([C:10]([O:12]CC)=[O:11])[C@H:8]([C:15]2[CH:20]=[CH:19][C:18]([Cl:21])=[CH:17][CH:16]=2)[C:7]2[CH:22]=[C:23](Br)[S:24][C:6]=2[C:5]1=[O:26])C=C.[CH3:27][C:28]1[CH:33]=[C:32](B2OC(C)(C)C(C)(C)O2)[CH:31]=[CH:30][N:29]=1.O1CCOCC1.O.C(=O)([O-])[O-].[Cs+].[Cs+]. The catalyst is C1C=CC([P]([Pd]([P](C2C=CC=CC=2)(C2C=CC=CC=2)C2C=CC=CC=2)([P](C2C=CC=CC=2)(C2C=CC=CC=2)C2C=CC=CC=2)[P](C2C=CC=CC=2)(C2C=CC=CC=2)C2C=CC=CC=2)(C2C=CC=CC=2)C2C=CC=CC=2)=CC=1. The product is [Cl:21][C:18]1[CH:17]=[CH:16][C:15]([C@H:8]2[C@H:9]([C:10]([OH:12])=[O:11])[NH:4][C:5](=[O:26])[C:6]3[S:24][C:23]([C:32]4[CH:31]=[CH:30][N:29]=[C:28]([CH3:27])[CH:33]=4)=[CH:22][C:7]2=3)=[CH:20][CH:19]=1. (2) The catalyst is CO.O.C1COCC1. The reactants are C([O:3][C:4]([C:6]1[C:10]2[CH:11]=[CH:12][C:13]([C:15]3[CH:16]=[C:17]([CH3:21])[CH:18]=[CH:19][CH:20]=3)=[CH:14][C:9]=2[O:8][C:7]=1[C:22](=[O:31])[C:23]1[CH:28]=[CH:27][C:26]([Cl:29])=[CH:25][C:24]=1[Cl:30])=[O:5])C.[OH-].[K+].Cl. The yield is 0.800. The product is [Cl:30][C:24]1[CH:25]=[C:26]([Cl:29])[CH:27]=[CH:28][C:23]=1[C:22]([C:7]1[O:8][C:9]2[CH:14]=[C:13]([C:15]3[CH:16]=[C:17]([CH3:21])[CH:18]=[CH:19][CH:20]=3)[CH:12]=[CH:11][C:10]=2[C:6]=1[C:4]([OH:5])=[O:3])=[O:31]. (3) The reactants are [N+:1]([C:4]1[CH:5]=[C:6](O)[CH:7]=[CH:8][CH:9]=1)([O-:3])=[O:2].ClC[C:13]1[O:17][C:16]([C:18]([O:20][CH3:21])=[O:19])=[CH:15][CH:14]=1.[C:22]([O-])([O-])=[O:23].[K+].[K+]. The catalyst is CC(C)=O.O. The product is [N+:1]([C:4]1[CH:5]=[CH:6][C:7]([O:23][CH2:22][C:14]2[CH:15]=[C:16]([C:18]([O:20][CH3:21])=[O:19])[O:17][CH:13]=2)=[CH:8][CH:9]=1)([O-:3])=[O:2]. The yield is 0.900. (4) The reactants are Br[C:2]1[S:6][CH:5]=[C:4]([C:7]2([NH:10][C:11](=[O:21])[O:12][CH:13]3[CH:18]4[CH2:19][CH2:20][N:15]([CH2:16][CH2:17]4)[CH2:14]3)[CH2:9][CH2:8]2)[CH:3]=1.[F:22][C:23]1[CH:28]=[CH:27][C:26](B(O)O)=[CH:25][CH:24]=1.C1(P(C2CCCCC2)C2CCCCC2)CCCCC1.P([O-])([O-])([O-])=O.[K+].[K+].[K+]. The catalyst is C([O-])(=O)C.[Pd+2].C([O-])(=O)C. The product is [F:22][C:23]1[CH:28]=[CH:27][C:26]([C:2]2[S:6][CH:5]=[C:4]([C:7]([NH:10][C:11](=[O:21])[O:12][CH:13]3[CH:18]4[CH2:17][CH2:16][N:15]([CH2:20][CH2:19]4)[CH2:14]3)([CH3:9])[CH3:8])[CH:3]=2)=[CH:25][CH:24]=1. The yield is 0.490. (5) The reactants are [CH3:1][O:2][C:3]([C:5]1[C:13]2[C:8](=[CH:9][CH:10]=[C:11]([NH2:14])[CH:12]=2)[NH:7][N:6]=1)=[O:4].COC(C1C2C(=C(N)C=CC=2)NN=1)=O.C(N(CC)C(C)C)(C)C.Cl[CH2:39][CH2:40][O:41][CH2:42][CH2:43]Cl. The catalyst is CN(C=O)C.[I-].C([N+](CCCC)(CCCC)CCCC)CCC. The product is [CH3:1][O:2][C:3]([C:5]1[C:13]2[C:8](=[CH:9][CH:10]=[C:11]([N:14]3[CH2:43][CH2:42][O:41][CH2:40][CH2:39]3)[CH:12]=2)[NH:7][N:6]=1)=[O:4]. The yield is 0.110.